Dataset: Full USPTO retrosynthesis dataset with 1.9M reactions from patents (1976-2016). Task: Predict the reactants needed to synthesize the given product. (1) Given the product [CH2:9]([O:8][C:6](=[O:7])[C:5]([CH2:17][O:18][C:19](=[O:33])[CH2:20][N:21]1[C:29]2[C:24](=[C:25]([NH2:40])[CH:26]=[CH:27][CH:28]=2)[CH:23]=[CH:22]1)([C:11]1[CH:16]=[CH:15][CH:14]=[CH:13][CH:12]=1)[C:4]([O:3][CH2:1][CH3:2])=[O:34])[CH3:10], predict the reactants needed to synthesize it. The reactants are: [CH2:1]([O:3][C:4](=[O:34])[C:5]([CH2:17][O:18][C:19](=[O:33])[CH2:20][N:21]1[C:29]2[C:24](=[CH:25][CH:26]=[CH:27][CH:28]=2)[C:23]([N+]([O-])=O)=[CH:22]1)([C:11]1[CH:16]=[CH:15][CH:14]=[CH:13][CH:12]=1)[C:6]([O:8][CH2:9][CH3:10])=[O:7])[CH3:2].C(O)C.O.[Cl-].[NH4+:40]. (2) Given the product [CH3:41][N:39]([CH3:40])[C:37](=[O:38])[C:36]1[CH:42]=[CH:43][C:33]([NH:32][C:2]2[N:3]=[C:4]([O:25][CH:26]3[CH2:31][CH2:30][O:29][CH2:28][CH2:27]3)[C:5]3[C:10]([C:11]4[CH:12]=[N:13][N:14]([CH3:16])[CH:15]=4)=[CH:9][N:8]([CH2:17][O:18][CH2:19][CH2:20][Si:21]([CH3:24])([CH3:23])[CH3:22])[C:6]=3[N:7]=2)=[C:34]([CH3:44])[CH:35]=1, predict the reactants needed to synthesize it. The reactants are: Cl[C:2]1[N:3]=[C:4]([O:25][CH:26]2[CH2:31][CH2:30][O:29][CH2:28][CH2:27]2)[C:5]2[C:10]([C:11]3[CH:12]=[N:13][N:14]([CH3:16])[CH:15]=3)=[CH:9][N:8]([CH2:17][O:18][CH2:19][CH2:20][Si:21]([CH3:24])([CH3:23])[CH3:22])[C:6]=2[N:7]=1.[NH2:32][C:33]1[CH:43]=[CH:42][C:36]([C:37]([N:39]([CH3:41])[CH3:40])=[O:38])=[CH:35][C:34]=1[CH3:44].C(=O)([O-])[O-].[Cs+].[Cs+].C1(P(C2C=CC=CC=2)C2C=CC3C(=CC=CC=3)C=2C2C3C(=CC=CC=3)C=CC=2P(C2C=CC=CC=2)C2C=CC=CC=2)C=CC=CC=1. (3) Given the product [CH:26]1([NH:25][C:23](=[O:24])[C:21]2[CH:20]=[CH:19][C:18]([CH3:29])=[C:17]([N:16]3[C:14](=[O:15])[C:13]4[C:12](=[CH:33][CH:32]=[C:31]([N:34]5[CH2:40][CH2:39][CH2:38][N:37]([CH3:41])[CH2:36][CH2:35]5)[CH:30]=4)[N:11]=[CH:1]3)[CH:22]=2)[CH2:28][CH2:27]1, predict the reactants needed to synthesize it. The reactants are: [CH2:1](OC(OCC)OCC)C.[NH2:11][C:12]1[CH:33]=[CH:32][C:31]([N:34]2[CH2:40][CH2:39][CH2:38][N:37]([CH3:41])[CH2:36][CH2:35]2)=[CH:30][C:13]=1[C:14]([NH:16][C:17]1[CH:22]=[C:21]([C:23]([NH:25][CH:26]2[CH2:28][CH2:27]2)=[O:24])[CH:20]=[CH:19][C:18]=1[CH3:29])=[O:15].C(O)(=O)C. (4) Given the product [Br:26][C:16]1[CH:15]=[C:13]([C:5]2[CH:4]=[C:3]([O:2][CH3:1])[C:8]([O:9][CH3:10])=[C:7]([O:11][CH3:12])[CH:6]=2)[N:18]([C:19]([O:21][C:22]([CH3:25])([CH3:24])[CH3:23])=[O:20])[CH:17]=1, predict the reactants needed to synthesize it. The reactants are: [CH3:1][O:2][C:3]1[CH:4]=[C:5]([C:13]([C:15]#[C:16][CH2:17][NH:18][C:19]([O:21][C:22]([CH3:25])([CH3:24])[CH3:23])=[O:20])=O)[CH:6]=[C:7]([O:11][CH3:12])[C:8]=1[O:9][CH3:10].[BrH:26].C([O-])(O)=O.[Na+].C(OCC)(=O)C. (5) The reactants are: [CH3:1][O:2][C:3]1[CH:4]=[CH:5][C:6]2[O:12][CH2:11][CH2:10][NH:9][CH2:8][C:7]=2[CH:13]=1.[S:14](Cl)([Cl:17])(=[O:16])=[O:15].COC1C=C2C(CCN(S(Cl)(=O)=O)C2)=CC=1. Given the product [CH3:1][O:2][C:3]1[CH:4]=[CH:5][C:6]2[O:12][CH2:11][CH2:10][N:9]([S:14]([Cl:17])(=[O:16])=[O:15])[CH2:8][C:7]=2[CH:13]=1, predict the reactants needed to synthesize it. (6) Given the product [C:29]([C:28]1[CH:27]=[CH:26][C:25]([NH:24][C:1]([C:4]23[CH2:9][CH2:8][C:7]([NH:12][CH2:13][C:14]([N:16]4[CH2:20][C@@H:19]([F:21])[CH2:18][C@H:17]4[C:22]#[N:23])=[O:15])([CH2:6][CH2:5]2)[CH2:10][CH2:11]3)=[O:3])=[CH:38][CH:37]=1)(=[O:30])[C:31]1[CH:32]=[CH:33][CH:34]=[CH:35][CH:36]=1, predict the reactants needed to synthesize it. The reactants are: [C:1]([C:4]12[CH2:11][CH2:10][C:7]([NH:12][CH2:13][C:14]([N:16]3[CH2:20][C@@H:19]([F:21])[CH2:18][C@H:17]3[C:22]#[N:23])=[O:15])([CH2:8][CH2:9]1)[CH2:6][CH2:5]2)([OH:3])=O.[NH2:24][C:25]1[CH:38]=[CH:37][C:28]([C:29]([C:31]2[CH:36]=[CH:35][CH:34]=[CH:33][CH:32]=2)=[O:30])=[CH:27][CH:26]=1. (7) Given the product [C:7]1([CH2:13][O:6][CH2:1][CH2:2][CH2:3][CH2:4][CH3:5])[CH:12]=[CH:11][CH:10]=[CH:9][CH:8]=1, predict the reactants needed to synthesize it. The reactants are: [CH2:1]([OH:6])[CH2:2][CH2:3][CH2:4][CH3:5].[C:7]1([CH3:13])[CH:12]=[CH:11][CH:10]=[CH:9][CH:8]=1.C(OOC(C)(C)C)(C)(C)C.